This data is from Reaction yield outcomes from USPTO patents with 853,638 reactions. The task is: Predict the reaction yield, written as a fraction of the theoretical maximum amount of product (1.0 means a 100% yield; for example, 0.34 means a 34% yield). (1) The reactants are [CH:1]([Si:4]([CH:13]([CH3:15])[CH3:14])([CH:10]([CH3:12])[CH3:11])[N:5]1[CH:9]=[CH:8][CH:7]=[CH:6]1)([CH3:3])[CH3:2].[Br:16][C:17]1[CH:18]=[C:19]([C:23]#[CH:24])[CH:20]=[CH:21][CH:22]=1. The catalyst is CC#N.C(N(CC)CC)C.C1C=CC([P]([Pd]([P](C2C=CC=CC=2)(C2C=CC=CC=2)C2C=CC=CC=2)([P](C2C=CC=CC=2)(C2C=CC=CC=2)C2C=CC=CC=2)[P](C2C=CC=CC=2)(C2C=CC=CC=2)C2C=CC=CC=2)(C2C=CC=CC=2)C2C=CC=CC=2)=CC=1.[Cu]I. The product is [Br:16][C:17]1[CH:18]=[C:19]([C:23]#[C:24][C:7]2[CH:8]=[CH:9][N:5]([Si:4]([CH:1]([CH3:3])[CH3:2])([CH:10]([CH3:12])[CH3:11])[CH:13]([CH3:15])[CH3:14])[CH:6]=2)[CH:20]=[CH:21][CH:22]=1. The yield is 0.850. (2) The reactants are [Cl:1][C:2]1[CH:3]=[C:4]2[C:10]3([CH2:15][CH2:14][N:13]([C:16]([O:18][C:19]([CH3:22])([CH3:21])[CH3:20])=[O:17])[CH2:12][CH2:11]3)[CH2:9][N:8]([C:23]3[C:24]4[C@H:31]([CH3:32])[CH2:30][C@@H:29]([O:33]C(=O)C5C=CC([N+]([O-])=O)=CC=5)[C:25]=4[N:26]=[CH:27][N:28]=3)[C:5]2=[CH:6][CH:7]=1.O[Li].O. The catalyst is C1COCC1.O. The product is [Cl:1][C:2]1[CH:3]=[C:4]2[C:10]3([CH2:11][CH2:12][N:13]([C:16]([O:18][C:19]([CH3:22])([CH3:21])[CH3:20])=[O:17])[CH2:14][CH2:15]3)[CH2:9][N:8]([C:23]3[C:24]4[C@H:31]([CH3:32])[CH2:30][C@@H:29]([OH:33])[C:25]=4[N:26]=[CH:27][N:28]=3)[C:5]2=[CH:6][CH:7]=1. The yield is 0.360.